This data is from Reaction yield outcomes from USPTO patents with 853,638 reactions. The task is: Predict the reaction yield, written as a fraction of the theoretical maximum amount of product (1.0 means a 100% yield; for example, 0.34 means a 34% yield). (1) The reactants are [NH2:1][C@H:2]([C:4]1[N:5]=[C:6]2[S:20][CH:19]=[C:18]([CH3:21])[N:7]2[C:8](=[O:17])[C:9]=1[C:10]1[CH:15]=[CH:14][CH:13]=[C:12]([F:16])[CH:11]=1)[CH3:3].Cl[C:23]1[CH:28]=[CH:27][N:26]=[C:25]2[NH:29][CH:30]=[N:31][C:24]=12.C(N(CC)C(C)C)(C)C. The catalyst is C(O)CCC.CO. The product is [F:16][C:12]1[CH:11]=[C:10]([C:9]2[C:8](=[O:17])[N:7]3[C:18]([CH3:21])=[CH:19][S:20][C:6]3=[N:5][C:4]=2[C@@H:2]([NH:1][C:23]2[CH:28]=[CH:27][N:26]=[C:25]3[NH:29][CH:30]=[N:31][C:24]=23)[CH3:3])[CH:15]=[CH:14][CH:13]=1. The yield is 0.100. (2) The reactants are [CH:1]1([CH2:6][CH:7]([C:11]2[CH:16]=[CH:15][C:14]([S:17][C:18]([F:21])([F:20])[F:19])=[CH:13][CH:12]=2)[C:8]([OH:10])=[O:9])[CH2:5][CH2:4][CH2:3][CH2:2]1.[CH3:22]O. The catalyst is S(=O)(=O)(O)O. The product is [CH3:22][O:9][C:8](=[O:10])[CH:7]([C:11]1[CH:16]=[CH:15][C:14]([S:17][C:18]([F:21])([F:19])[F:20])=[CH:13][CH:12]=1)[CH2:6][CH:1]1[CH2:5][CH2:4][CH2:3][CH2:2]1. The yield is 0.990.